From a dataset of Experimentally validated miRNA-target interactions with 360,000+ pairs, plus equal number of negative samples. Binary Classification. Given a miRNA mature sequence and a target amino acid sequence, predict their likelihood of interaction. (1) The miRNA is hsa-miR-490-3p with sequence CAACCUGGAGGACUCCAUGCUG. The protein sequence of the target gene is MPRGDSEQVRYCARFSYLWLKFSLIIYSTVFWLIGALVLSVGIYAEVERQKYKTLESAFLAPAIILILLGVVMFMVSFIGVLASLRDNLYLLQAFMYILGICLIMELIGGVVALTFRNQTIDFLNDNIRRGIENYYDDLDFKNIMDFVQKKFKCCGGEDYRDWSKNQYHDCSAPGPLACGVPYTCCIRNTTEVVNTMCGYKTIDKERFSVQDVIYVRGCTNAVIIWFMDNYTIMAGILLGILLPQFLGVLLTLLYITRVEDIIMEHSVTDGLLGPGAKPSVEAAGTGCCLCYPN. Result: 1 (interaction). (2) The miRNA is hsa-miR-6504-3p with sequence CAUUACAGCACAGCCAUUCU. The protein sequence of the target gene is MQEELAWETDGLLPLERQLHEAARQNNVGRMQELIGRRVNTRARNHVGRVALHWAAGAGHEQAVRLLLEHEAAVDEEDAVGALTEARLCFGMNALLLSAWFGHLRILQILVNSGAKIHCESKDGLTLLHCAAQKGHVPVLAFIMEDLEDVALDHVDKLGRTAFHRAAEHGQLDALDFLVGSGCDHNVKDKEGNTALHLAAGRGHMAVLQRLVDIGLDLEEQNAEGLTALHSAAGGSHPDCVQLLLRAGSTVNALTQKNLSCLHYAALSGSEDVSRVLIHAGGCANVVDHQGASPLHLAVR.... Result: 0 (no interaction). (3) The miRNA is hsa-miR-548k with sequence AAAAGUACUUGCGGAUUUUGCU. The protein sequence of the target gene is MFTIKLLLFIVPLVISSRIDQDNSSFDSLSPEPKSRFAMLDDVKILANGLLQLGHGLKDFVHKTKGQINDIFQKLNIFDQSFYDLSLQTSEIKEEEKELRRTTYKLQVKNEEVKNMSLELNSKLESLLEEKILLQQKVKYLEEQLTNLIQNQPETPEHPEVTSLKTFVEKQDNSIKDLLQTVEDQYKQLNQQHSQIKEIENQLRRTSIQEPTEISLSSKPRAPRTTPFLQLNEIRNVKHDGIPAECTTIYNRGEHTSGMYAIRPSNSQVFHVYCDVISGSPWTLIQHRIDGSQNFNETWE.... Result: 1 (interaction). (4) The miRNA is hsa-miR-6860 with sequence ACUGGGCAGGGCUGUGGUGAGU. The protein sequence of the target gene is MLLLLLLLPPLLCGRVGAKEQKDYLLTMQKSVTVQEGLCVSVLCSFSYPQNGWTASDPVHGYWFRAGDHVSRNIPVATNNPARAVQEETRDRFHLLGDPQNKDCTLSIRDTRESDAGTYVFCVERGNMKWNYKYDQLSVNVTASQDLLSRYRLEVPESVTVQEGLCVSVPCSVLYPHYNWTASSPVYGSWFKEGADIPWDIPVATNTPSGKVQEDTHGRFLLLGDPQTNNCSLSIRDARKGDSGKYYFQVERGSRKWNYIYDKLSVHVTALTHMPTFSIPGTLESGHPRNLTCSVPWACE.... Result: 0 (no interaction). (5) The miRNA is hsa-miR-4687-3p with sequence UGGCUGUUGGAGGGGGCAGGC. Result: 0 (no interaction). The protein sequence of the target gene is MGCTVSAEDKAAAERSKMIDKNLREDGEKAAREVKLLLLGAGESGKSTIVKQMKIIHEDGYSEEECRQYRAVVYSNTIQSIMAIVKAMGNLQIDFADPQRADDARQLFALSCAAEEQGMLPEDLSGVIRRLWADHGVQACFGRSREYQLNDSAAYYLNDLERIAQSDYIPTQQDVLRTRVKTTGIVETHFTFKDLHFKMFDVGGQRSERKKWIHCFEGVTAIIFCVALSAYDLVLAEDEEMNRMHESMKLFDSICNNKWFTDTSIILFLNKKDLFEEKITQSPLTICFPEYTGANKYDEA.... (6) The miRNA is hsa-miR-6803-5p with sequence CUGGGGGUGGGGGGCUGGGCGU. The protein sequence of the target gene is MRIPVDPSTSRRFTPPSPAFPCGGGGGKMGENSGALSAQAAVGPGGRARPEVRSMVDVLADHAGELVRTDSPNFLCSVLPSHWRCNKTLPVAFKVVALGDVPDGTVVTVMAGNDENYSAELRNASAVMKNQVARFNDLRFVGRSGRGKSFTLTITVFTNPTQVATYHRAIKVTVDGPREPRRHRQKLEDQTKPFPDRFGDLERLRMRVTPSTPSPRGSLSTTSHFSSQPQTPIQGTSELNPFSDPRQFDRSFPTLPTLTESRFPDPRMHYPGAMSAAFPYSATPSGTSISSLSVAGMPAT.... Result: 1 (interaction). (7) The miRNA is hsa-miR-6806-5p with sequence UGUAGGCAUGAGGCAGGGCCCAGG. The protein sequence of the target gene is MSKEERPGREEILECQVMWEPDSKKNTQMDRFRAAVGAACGLALESYDDLYHWSVESYSDFWAEFWKFSGIVFSRVYDEVVDTSKGIADVPEWFKGSRLNYAENLLRHKENDRVALYIAREGKEEIVKVTFEELRQEVALFAAAMRKMGVKKGDRVVGYLPNSEHAVEAMLAAASIGAIWSSTSPDFGVNGVLDRFSQIQPKLIFSVEAVVYNGKEHNHMEKLQQVVKGLPDLKKVVVIPYVSSRENIDLSKIPNSVFLDDFLATGTSEQAPQLEFEQLPFSHPLFIMFSSGTTGAPKCM.... Result: 0 (no interaction). (8) The miRNA is hsa-miR-581 with sequence UCUUGUGUUCUCUAGAUCAGU. The protein sequence of the target gene is MRYNEKELQALSRQPAEMAAELGMRGPKKGSVLKRRLVKLVVNFLFYFRTDEAEPVGALLLERCRVVREEPGTFSISFIEDPERKYHFECSSEEQCQEWMEALRRASYEFMRRSLIFYRNEIRKVTGKDPLEQFGISEEARFQLSGLQA. Result: 0 (no interaction). (9) The miRNA is hsa-miR-3681-3p with sequence ACACAGUGCUUCAUCCACUACU. The protein sequence of the target gene is MLTLPFDESVVMPESQMCRKFARQCEDQKQIKKPESFPKQVVLRGKSIKRAPGEETEKEEEEEDREEEDENGLSRRRGLRKKKTTKLRLERVKFRRQEANARERNRMHGLNDALDNLRKVVPCYSKTQKLSKIETLRLAKNYIWALSEILRIGKRPDLLTFVQNLCKGLSQPTTNLVAGCLQLNARSFLMGQGGEAAHHTRSPYSTFYPPYHSPELATPPGHGTLDNSKSMKPYNYCSAYESFYESTSPECASPQFEGPLSPPPINYNGIFSLKQEETLDYGKNYNYGMHYCAVPPRGPL.... Result: 0 (no interaction).